From a dataset of Forward reaction prediction with 1.9M reactions from USPTO patents (1976-2016). Predict the product of the given reaction. (1) Given the reactants [CH:1]([C@@H:3]1[CH2:8][CH2:7][C@H:6]([CH3:9])[CH2:5][N:4]1[C:10]([O:12][C:13]([CH3:16])([CH3:15])[CH3:14])=[O:11])=[O:2].[BH4-].[Na+], predict the reaction product. The product is: [OH:2][CH2:1][C@@H:3]1[CH2:8][CH2:7][C@H:6]([CH3:9])[CH2:5][N:4]1[C:10]([O:12][C:13]([CH3:14])([CH3:16])[CH3:15])=[O:11]. (2) Given the reactants O1[C:5]2([CH2:10][CH2:9][CH:8]([N:11]([CH:21]3[CH2:26][CH2:25][CH:24]([CH3:27])[CH2:23][CH2:22]3)[C:12]([NH:14][C:15]3[S:16][C:17]([CH3:20])=[CH:18][N:19]=3)=[O:13])[CH2:7][CH2:6]2)[O:4]CC1, predict the reaction product. The product is: [CH3:27][CH:24]1[CH2:23][CH2:22][CH:21]([N:11]([CH:8]2[CH2:9][CH2:10][C:5](=[O:4])[CH2:6][CH2:7]2)[C:12]([NH:14][C:15]2[S:16][C:17]([CH3:20])=[CH:18][N:19]=2)=[O:13])[CH2:26][CH2:25]1. (3) Given the reactants [C:1]([O:5][C:6]([NH:8][CH2:9][C@H:10]1[CH2:15][CH2:14][C@H:13]([C:16]([NH:18][C@@H:19]([CH2:23][C:24]2[CH:29]=[CH:28][C:27]([C:30]3[CH:35]=[CH:34][C:33]([C:36](=[O:51])[NH:37][CH:38]4[CH2:43][CH2:42][N:41]([C:44]([O:46][C:47]([CH3:50])([CH3:49])[CH3:48])=[O:45])[CH2:40][CH2:39]4)=[CH:32][C:31]=3[CH3:52])=[CH:26][CH:25]=2)[C:20](O)=[O:21])=[O:17])[CH2:12][CH2:11]1)=[O:7])([CH3:4])([CH3:3])[CH3:2].Cl.[CH3:54][O:55][CH2:56][C:57]1[NH:61][C:60]([C:62]2[CH:68]=[CH:67][C:65]([NH2:66])=[CH:64][CH:63]=2)=[N:59][N:58]=1.C(NC(C)C)(C)C.F[P-](F)(F)(F)(F)F.CN(C(ON1C2=NC=CC=C2N=N1)=[N+](C)C)C, predict the reaction product. The product is: [C:1]([O:5][C:6]([NH:8][CH2:9][C@H:10]1[CH2:15][CH2:14][C@H:13]([C:16]([NH:18][C@H:19]([C:20]([NH:66][C:65]2[CH:67]=[CH:68][C:62]([C:60]3[NH:61][C:57]([CH2:56][O:55][CH3:54])=[N:58][N:59]=3)=[CH:63][CH:64]=2)=[O:21])[CH2:23][C:24]2[CH:29]=[CH:28][C:27]([C:30]3[CH:35]=[CH:34][C:33]([C:36]([NH:37][CH:38]4[CH2:39][CH2:40][N:41]([C:44]([O:46][C:47]([CH3:50])([CH3:49])[CH3:48])=[O:45])[CH2:42][CH2:43]4)=[O:51])=[CH:32][C:31]=3[CH3:52])=[CH:26][CH:25]=2)=[O:17])[CH2:12][CH2:11]1)=[O:7])([CH3:3])([CH3:2])[CH3:4]. (4) Given the reactants [OH:1][CH2:2][C:3]([CH3:8])([CH3:7])[C:4]([OH:6])=O.[CH3:9][O:10][C:11]1[CH:12]=[C:13]([CH2:17][NH2:18])[CH:14]=[CH:15][CH:16]=1, predict the reaction product. The product is: [OH:1][CH2:2][C:3]([CH3:8])([CH3:7])[C:4]([NH:18][CH2:17][C:13]1[CH:14]=[CH:15][CH:16]=[C:11]([O:10][CH3:9])[CH:12]=1)=[O:6]. (5) Given the reactants [C:1]([N:8]1[CH2:16][CH2:15][CH:11]([C:12](O)=[O:13])[CH2:10][CH2:9]1)([O:3][C:4]([CH3:7])([CH3:6])[CH3:5])=[O:2].B.C1COCC1, predict the reaction product. The product is: [C:1]([N:8]1[CH2:16][CH2:15][CH:11]([CH2:12][OH:13])[CH2:10][CH2:9]1)([O:3][C:4]([CH3:7])([CH3:6])[CH3:5])=[O:2].